The task is: Predict the product of the given reaction.. This data is from Forward reaction prediction with 1.9M reactions from USPTO patents (1976-2016). (1) Given the reactants Br[C:2]1[CH:3]=[CH:4][C:5]2[O:10][CH2:9][C:8](=[O:11])[NH:7][C:6]=2[CH:12]=1.[B:13]1([B:13]2[O:17][C:16]([CH3:19])([CH3:18])[C:15]([CH3:21])([CH3:20])[O:14]2)[O:17][C:16]([CH3:19])([CH3:18])[C:15]([CH3:21])([CH3:20])[O:14]1.C([O-])(=O)C.[K+].C(OCC)(=O)C, predict the reaction product. The product is: [CH3:20][C:15]1([CH3:21])[C:16]([CH3:19])([CH3:18])[O:17][B:13]([C:2]2[CH:3]=[CH:4][C:5]3[O:10][CH2:9][C:8](=[O:11])[NH:7][C:6]=3[CH:12]=2)[O:14]1. (2) Given the reactants [O:1]1[CH2:6][CH2:5][C:4](=[N:7][OH:8])[CH2:3][CH2:2]1.IC1C=CC=CC=1.[C:16]([O:19][CH2:20][CH2:21][CH2:22][C:23]([OH:25])=[O:24])(=[O:18])[CH3:17].[C:16]([O:19][CH2:20][CH2:21][CH2:22][C:23]([OH:25])=[O:24])(=[O:18])[CH3:17], predict the reaction product. The product is: [C:16]([O:19][CH2:20][CH2:21][CH2:22][C:23]([O:25][C:4]1([N:7]=[O:8])[CH2:5][CH2:6][O:1][CH2:2][CH2:3]1)=[O:24])(=[O:18])[CH3:17]. (3) Given the reactants C(OC([N:8]1[CH2:13][CH2:12][N:11]([CH2:14][CH2:15][N:16]([CH2:25][C:26]2[N:27]([CH2:31][C:32]3[CH:37]=[C:36]([Cl:38])[CH:35]=[C:34]([Cl:39])[CH:33]=3)[CH:28]=[CH:29][N:30]=2)[CH2:17][C:18]2[CH:23]=[CH:22][CH:21]=[C:20]([F:24])[CH:19]=2)[CH2:10][CH2:9]1)=O)(C)(C)C.Cl.O1CCOCC1, predict the reaction product. The product is: [Cl:39][C:34]1[CH:33]=[C:32]([CH:37]=[C:36]([Cl:38])[CH:35]=1)[CH2:31][N:27]1[CH:28]=[CH:29][N:30]=[C:26]1[CH2:25][N:16]([CH2:17][C:18]1[CH:23]=[CH:22][CH:21]=[C:20]([F:24])[CH:19]=1)[CH2:15][CH2:14][N:11]1[CH2:10][CH2:9][NH:8][CH2:13][CH2:12]1. (4) Given the reactants [CH3:1][CH:2]([C:4]1[S:8][C:7]([CH2:9][N:10]2[CH2:15][CH2:14][O:13][CH2:12][CH2:11]2)=[N:6][C:5]=1[C:16]([OH:18])=O)[CH3:3].CN(C(ON1N=NC2C=CC=NC1=2)=[N+](C)C)C.F[P-](F)(F)(F)(F)F.[NH:43]1[C:51]2[C:46](=[C:47]([C:52]3[CH:53]=[C:54]([NH2:61])[C:55]4[CH:56]=[N:57][NH:58][C:59]=4[CH:60]=3)[CH:48]=[CH:49][CH:50]=2)[CH:45]=[CH:44]1.CCN(C(C)C)C(C)C, predict the reaction product. The product is: [NH:43]1[C:51]2[C:46](=[C:47]([C:52]3[CH:60]=[C:59]4[C:55]([CH:56]=[N:57][NH:58]4)=[C:54]([NH:61][C:16]([C:5]4[N:6]=[C:7]([CH2:9][N:10]5[CH2:11][CH2:12][O:13][CH2:14][CH2:15]5)[S:8][C:4]=4[CH:2]([CH3:1])[CH3:3])=[O:18])[CH:53]=3)[CH:48]=[CH:49][CH:50]=2)[CH:45]=[CH:44]1. (5) The product is: [OH:1][C:2]1[C:3]([I:22])=[C:4]2[C:9](=[CH:10][CH:11]=1)[N:8]=[C:7]([C@:12]1([CH3:18])[CH2:16][O:15][C:14](=[O:17])[NH:13]1)[N:6]=[CH:5]2. Given the reactants [OH:1][C:2]1[CH:3]=[C:4]2[C:9](=[CH:10][CH:11]=1)[N:8]=[C:7]([C@:12]1([CH3:18])[CH2:16][O:15][C:14](=[O:17])[NH:13]1)[N:6]=[CH:5]2.C(Cl)Cl.[I:22]N1C(=O)CCC1=O, predict the reaction product. (6) Given the reactants [C:1]1(=[O:7])[O:6][C:4](=[O:5])[CH:3]=[CH:2]1.[CH:8]12[CH2:14][CH:11]([CH2:12][CH2:13]1)[CH:10]=[CH:9]2.[C:15]([O:19][C:20](=[O:23])[CH:21]=[CH2:22])([CH3:18])([CH3:17])[CH3:16].[C:24]([CH:28]([CH3:32])[C:29](=[O:31])[CH3:30])(=[O:27])[CH:25]=[CH2:26].CCC(N=NC(C#N)(CC)C)(C#N)C, predict the reaction product. The product is: [C:8]12([C:3]3=[CH:2][C:1]([O:6][C:4]3=[O:5])=[O:7])[CH2:14][CH:11]([CH2:12][CH2:13]1)[CH:10]=[CH:9]2.[C:15]([O:19][C:20](=[O:23])[CH:21]=[CH2:22])([CH3:18])([CH3:17])[CH3:16].[C:24]([CH:28]([CH3:32])[C:29](=[O:31])[CH3:30])(=[O:27])[CH:25]=[CH2:26].